This data is from Reaction yield outcomes from USPTO patents with 853,638 reactions. The task is: Predict the reaction yield, written as a fraction of the theoretical maximum amount of product (1.0 means a 100% yield; for example, 0.34 means a 34% yield). (1) The reactants are [Cl:1][C:2]1[C:7]([OH:8])=[CH:6][CH:5]=[CH:4][N:3]=1.[C:9]([O-])(O)=[O:10].[Na+].C=O.Cl. The catalyst is O. The product is [Cl:1][C:2]1[C:7]([OH:8])=[CH:6][CH:5]=[C:4]([CH2:9][OH:10])[N:3]=1. The yield is 0.810. (2) The reactants are [Br:1][C:2]1[CH:7]=[CH:6][C:5]([CH2:8][CH2:9][OH:10])=[C:4](C)[CH:3]=1.BrC1C=CC(C=C)=[C:15]([O:21]CC)[CH:14]=1.B1C2CCCC1CCC2. No catalyst specified. The product is [Br:1][C:2]1[CH:7]=[CH:6][C:5]([CH2:8][CH2:9][OH:10])=[C:4]([O:21][CH2:15][CH3:14])[CH:3]=1. The yield is 0.820. (3) The reactants are [F:1][C:2]([F:12])([F:11])[C:3]1[N:8]=[CH:7][C:6]([CH2:9]O)=[CH:5][CH:4]=1.[CH:13]([N:16](CC)C(C)C)(C)C.S(Cl)(Cl)=O.[C-]#N.[Na+]. The catalyst is C1COCC1.CC(OC)(C)C.O. The product is [F:1][C:2]([F:12])([F:11])[C:3]1[N:8]=[CH:7][C:6]([CH2:9][C:13]#[N:16])=[CH:5][CH:4]=1. The yield is 0.590. (4) The reactants are [OH-].[Li+].[CH2:3]([O:10][C:11]1[CH:12]=[C:13]([NH:17][C:18]2[O:22][C:21]([C:23]3[NH:27][C:26]4[CH:28]=[CH:29][C:30]([C@H:32]5[CH2:37][CH2:36][C@H:35]([CH2:38][C:39]([O:41]C)=[O:40])[CH2:34][CH2:33]5)=[CH:31][C:25]=4[N:24]=3)=[N:20][N:19]=2)[CH:14]=[CH:15][CH:16]=1)[C:4]1[CH:9]=[CH:8][CH:7]=[CH:6][CH:5]=1.C1COCC1.C(O)(=O)CC(CC(O)=O)(C(O)=O)O. The catalyst is O.CO. The product is [CH2:3]([O:10][C:11]1[CH:12]=[C:13]([NH:17][C:18]2[O:22][C:21]([C:23]3[NH:27][C:26]4[CH:28]=[CH:29][C:30]([C@H:32]5[CH2:33][CH2:34][C@H:35]([CH2:38][C:39]([OH:41])=[O:40])[CH2:36][CH2:37]5)=[CH:31][C:25]=4[N:24]=3)=[N:20][N:19]=2)[CH:14]=[CH:15][CH:16]=1)[C:4]1[CH:9]=[CH:8][CH:7]=[CH:6][CH:5]=1. The yield is 0.150.